Dataset: Experimentally validated miRNA-target interactions with 360,000+ pairs, plus equal number of negative samples. Task: Binary Classification. Given a miRNA mature sequence and a target amino acid sequence, predict their likelihood of interaction. (1) The miRNA is hsa-miR-548as-3p with sequence UAAAACCCACAAUUAUGUUUGU. The protein sequence of the target gene is MADDLEQQPQGWLSSWLPTWRPTSMSQLKNVEARILQCLQNKFLARYVSLPNQNKIWTVTVSPEQKDRTPLVMVHGFGGGVGLWILNMDSLSARRTLHTFDLLGFGRSSRPTFPRDPEGAEDEFVASIETWRETMGIPTMILLGHSLGGFLATSYSIKYPERVKHLILVDPWGFPLRPTDPSEIRAPPTWVKAVASVLGRSNPLAVLRVAGPWGPGLVQRFRPDFKRKFADFFEDDTISEYIYHCNAQNPSGETAFKAMMESFGWARRPMLERIHLIRKDVPITMIYGANTWIDTSTGKK.... Result: 0 (no interaction). (2) The miRNA is hsa-miR-6823-3p with sequence UGAGCCUCUCCUUCCCUCCAG. The protein sequence of the target gene is MVTMEELREMDCSVLKRLMNRDENGGGGSAGGNGSGSHGALGLLSGGKCLLLDCRPFLAHSAGYIRGSVNVRCNTIVRRRAKGSVSLEQILPAEEEVRARLRSGLYSAVIVYDERSPRAESLREDSTVSLVVQALRRNAERTDICLLKGGYERFSSEYPEFCSKTKALAAIPPPVPPSTNESLDLGCSSCGTPLHDQGGPVEILPFLYLGSAYHAARRDMLDALGITALLNVSSDCPNHFEGHYQYKCIPVEDNHKADISSWFMEAIEYIDAVKDCRGRVLVHCQAGISRSATICLAYLM.... Result: 0 (no interaction). (3) The miRNA is hsa-miR-6888-5p with sequence AAGGAGAUGCUCAGGCAGAU. The protein sequence of the target gene is MDREDLWHSALGAVWDPTCWLKGQQERYLGQVTVAQKEIYNEKSVCGGNTTENSSTEGSMLNTPQSIPVTPCNWNSYRKDSKQNSELMKTSRMFVQKKVYGCDECGKTFRQSSSLLKHQRIHTGEKPYTCNVCDKHFIERSSLTVHQRTHTGEKPYKCHECGKAFSQSMNLTVHQRTHTGEKPYQCKECGKAFRKNSSLIQHERIHTGEKPYKCHDCGKAFTQSMNLTVHQRTHTGEKPYECNQCGKAFSQSMHLIVHQRSHTGEKPYECSECGKAFSKSSTLTLHQRNHTGEKPYKCNK.... Result: 0 (no interaction). (4) The miRNA is hsa-miR-125b-2-3p with sequence UCACAAGUCAGGCUCUUGGGAC. The protein sequence of the target gene is MADRGCPLEAAPLPAEVRESLAELELELSEGDITQKGYEKKRAKLLARYIPLIQGIDPSLQAENRIPGPSQTTAAAPKQQKSRPTASRDERFRSDVHTEAVQAALAKYKERKMPMPSKRRSVLVHSSVETYTPPDTSSASEDEGSLRRPGRLTSTPLQSHSSVEPWLDRVIQGSSTSSSASSTSSHPGGRPTTAPSAAATPGAAATTALAGLEAHTHIDLHSAPPDVTTGLVEHSYFERPQVASVRSVPRGCSGSMLETADGVPVNSRVSSKIQQLLNTLKRPKRPPLKEFFVDDFEELL.... Result: 1 (interaction). (5) Result: 0 (no interaction). The protein sequence of the target gene is MEAHLADMESSGGPTSSLAGTSRNTHVEDDDVVFIESVQPPICAPAIPNERNFVFASSKHENPPGTDSTISPSWRDLTSQKGNLCETIVIDDEGDTDTNGGEEKNPTDFIEWGPNGNKSSTKNVDFPIASLSRSKTKTAVGPFNPGRIDVTDAFQNGRFAVHHNPDSWISQSASFPRNQKQQGVDSLSPVASLPKQIFQPSNQQPTKPVKVTCANCKKPLQKGQTAYQRKGSAHLFCSTTCLSSFSHKRTRKTRNVMCKKDSPVRTTTIVPPVESSKSLQGFYNASLSPYENCQSLRKEV.... The miRNA is hsa-miR-6861-3p with sequence UGGACCUCUCCUCCCCAG. (6) The miRNA is hsa-miR-5698 with sequence UGGGGGAGUGCAGUGAUUGUGG. The protein sequence of the target gene is MAAVRGLRVSVKAEAPAGPALGLPSPEAESGVDRGEPEPMEVEEGELEIVPVRRSLKELIPDTSRRYENKAGSFITGIDVTSKEAIEKKEQRAKRFHFRSEVNLAQRNVALDRDMMKKAIPKVRLETIYICGVDEMSTQDVFSYFKEYPPAHIEWLDDTSCNVVWLDEMTATRALINMSSLPAQDKIRSRDASEDKSAEKRKKDKQEDSSDDDEAEEGEVEDENSSDVELDTLSQVEEESLLRNDLRPANKLAKGNRLFMRFATKDDKKELGAARRSQYYMKYGNPNYGGMKGILSNSWK.... Result: 1 (interaction). (7) The miRNA is hsa-miR-6124 with sequence GGGAAAAGGAAGGGGGAGGA. The protein sequence of the target gene is MAPASASGEDLRKLPTMAEVNGEQDFIDLTRETRPRTKDRSGLYVIDLTRAEGENRPIATLDLTLEPVTPSQKEPTSLQTCASLSGKAVMEGHVDRSSQPTARRIINSDPVDLDLVEENTFVGPPPATSISGGSVYPTEPNCSSATFTGNLSFLASLQLSSDVSSLSPTSNNSRSSSSSSNQKAPLPCPQQDVSRPPQALPCPLRPLPCPPRASPCPPRASSCPPRALSCPSQTMQCQLPALTHPPQEVPCPRQNIPGPPQDSLGLPQDVPGLPQSILHPQDVAYLQDMPRSPGDVPQSP.... Result: 0 (no interaction).